From a dataset of NCI-60 drug combinations with 297,098 pairs across 59 cell lines. Regression. Given two drug SMILES strings and cell line genomic features, predict the synergy score measuring deviation from expected non-interaction effect. (1) Drug 1: C1=NNC2=C1C(=O)NC=N2. Drug 2: C1C(C(OC1N2C=NC(=NC2=O)N)CO)O. Cell line: MDA-MB-435. Synergy scores: CSS=-1.31, Synergy_ZIP=0.736, Synergy_Bliss=-2.73, Synergy_Loewe=-2.69, Synergy_HSA=-4.54. (2) Drug 1: C1CCN(CC1)CCOC2=CC=C(C=C2)C(=O)C3=C(SC4=C3C=CC(=C4)O)C5=CC=C(C=C5)O. Drug 2: COCCOC1=C(C=C2C(=C1)C(=NC=N2)NC3=CC=CC(=C3)C#C)OCCOC.Cl. Cell line: SK-MEL-28. Synergy scores: CSS=-3.34, Synergy_ZIP=3.18, Synergy_Bliss=2.53, Synergy_Loewe=-3.72, Synergy_HSA=-2.78. (3) Drug 1: C1CC(C1)(C(=O)O)C(=O)O.[NH2-].[NH2-].[Pt+2]. Drug 2: COCCOC1=C(C=C2C(=C1)C(=NC=N2)NC3=CC=CC(=C3)C#C)OCCOC.Cl. Cell line: SNB-19. Synergy scores: CSS=27.3, Synergy_ZIP=-5.66, Synergy_Bliss=3.04, Synergy_Loewe=1.16, Synergy_HSA=2.35. (4) Drug 1: CS(=O)(=O)CCNCC1=CC=C(O1)C2=CC3=C(C=C2)N=CN=C3NC4=CC(=C(C=C4)OCC5=CC(=CC=C5)F)Cl. Drug 2: CC1C(C(CC(O1)OC2CC(CC3=C2C(=C4C(=C3O)C(=O)C5=CC=CC=C5C4=O)O)(C(=O)C)O)N)O. Cell line: K-562. Synergy scores: CSS=31.4, Synergy_ZIP=6.29, Synergy_Bliss=10.4, Synergy_Loewe=-21.7, Synergy_HSA=8.85. (5) Cell line: A498. Drug 1: CCCS(=O)(=O)NC1=C(C(=C(C=C1)F)C(=O)C2=CNC3=C2C=C(C=N3)C4=CC=C(C=C4)Cl)F. Drug 2: C1C(C(OC1N2C=NC(=NC2=O)N)CO)O. Synergy scores: CSS=7.92, Synergy_ZIP=-0.191, Synergy_Bliss=1.80, Synergy_Loewe=1.17, Synergy_HSA=0.813. (6) Drug 1: CC1C(C(CC(O1)OC2CC(CC3=C2C(=C4C(=C3O)C(=O)C5=C(C4=O)C(=CC=C5)OC)O)(C(=O)CO)O)N)O. Drug 2: C1=CC(=C(C=C1I)F)NC2=C(C=CC(=C2F)F)C(=O)NOCC(CO)O. Cell line: HCT116. Synergy scores: CSS=65.4, Synergy_ZIP=-2.04, Synergy_Bliss=-2.70, Synergy_Loewe=-0.644, Synergy_HSA=3.32. (7) Drug 1: C1=CC(=C2C(=C1NCCNCCO)C(=O)C3=C(C=CC(=C3C2=O)O)O)NCCNCCO. Drug 2: CC12CCC3C(C1CCC2OP(=O)(O)O)CCC4=C3C=CC(=C4)OC(=O)N(CCCl)CCCl.[Na+]. Cell line: HOP-92. Synergy scores: CSS=16.7, Synergy_ZIP=-6.79, Synergy_Bliss=-11.7, Synergy_Loewe=-47.6, Synergy_HSA=-11.6.